From a dataset of Full USPTO retrosynthesis dataset with 1.9M reactions from patents (1976-2016). Predict the reactants needed to synthesize the given product. (1) Given the product [CH:1]1([N:7]2[C:8]3[CH:13]=[CH:12][C:11]([CH2:14][N:15]4[CH2:16][CH2:17][CH2:18][CH2:19][CH2:20]4)=[CH:10][C:9]=3[N:21]=[C:23]2[NH2:22])[CH2:2][CH2:3][CH2:4][CH2:5][CH2:6]1, predict the reactants needed to synthesize it. The reactants are: [CH:1]1([NH:7][C:8]2[C:9]([NH2:21])=[CH:10][C:11]([CH2:14][N:15]3[CH2:20][CH2:19][CH2:18][CH2:17][CH2:16]3)=[CH:12][CH:13]=2)[CH2:6][CH2:5][CH2:4][CH2:3][CH2:2]1.[N:22]#[C:23]Br. (2) Given the product [CH2:1]([O:3][C:4]([C:5]1[CH:6]=[N:7][C:8]2[O:14][CH2:15][C:16](=[O:17])[NH:11][C:9]=2[CH:10]=1)=[O:20])[CH3:2], predict the reactants needed to synthesize it. The reactants are: [CH2:1]([O:3][C:4](=[O:20])[C:5]1[CH:10]=[C:9]([N+:11]([O-])=O)[C:8]([O:14][CH2:15][C:16](OC)=[O:17])=[N:7][CH:6]=1)[CH3:2]. (3) Given the product [CH:15]1([N:11]([CH2:10][C:7]2[CH:8]=[CH:9][C:4]([C:3]([OH:2])=[O:20])=[CH:5][CH:6]=2)[C:12]2[S:13][CH:22]=[C:23]([C:25]3[CH:30]=[CH:29][C:28]([O:31][C@H:32]4[CH2:37][CH2:36][C@@H:35]([CH3:38])[CH2:34][CH2:33]4)=[CH:27][CH:26]=3)[N:14]=2)[CH2:19][CH2:18][CH2:17][CH2:16]1, predict the reactants needed to synthesize it. The reactants are: C[O:2][C:3](=[O:20])[C:4]1[CH:9]=[CH:8][C:7]([CH2:10][N:11]([CH:15]2[CH2:19][CH2:18][CH2:17][CH2:16]2)[C:12]([NH2:14])=[S:13])=[CH:6][CH:5]=1.Br[CH2:22][C:23]([C:25]1[CH:30]=[CH:29][C:28]([O:31][CH:32]2[CH2:37][CH2:36][CH:35]([CH3:38])[CH2:34][CH2:33]2)=[CH:27][CH:26]=1)=O.